Task: Predict the reaction yield, written as a fraction of the theoretical maximum amount of product (1.0 means a 100% yield; for example, 0.34 means a 34% yield).. Dataset: Reaction yield outcomes from USPTO patents with 853,638 reactions (1) The reactants are Cl[CH2:2][CH2:3][CH2:4][N:5]1[C:14]2[C:9](=[CH:10][CH:11]=[C:12](C)[CH:13]=2)[CH2:8][CH2:7][C:6]1=[O:16].[CH2:17]([CH:21]1[CH2:26][CH2:25][NH:24][CH2:23][CH2:22]1)[CH2:18][CH2:19][CH3:20].[C:27]([O-])([O-])=O.[K+].[K+]. The catalyst is CC#N. The product is [CH2:17]([CH:21]1[CH2:26][CH2:25][N:24]([CH2:2][CH2:3][CH2:4][N:5]2[C:14]3[C:9](=[C:10]([CH3:27])[CH:11]=[CH:12][CH:13]=3)[CH2:8][CH2:7][C:6]2=[O:16])[CH2:23][CH2:22]1)[CH2:18][CH2:19][CH3:20]. The yield is 0.740. (2) The reactants are [CH3:13][C:12]([O:11][C:9](O[C:9]([O:11][C:12]([CH3:15])([CH3:14])[CH3:13])=[O:10])=[O:10])([CH3:15])[CH3:14].[Br:16][C:17]1[CH:25]=[C:24]2[C:20]([C:21]3[CH2:29][CH2:28][NH:27][CH:26]([CH2:30][O:31][Si:32]([C:35]([CH3:38])([CH3:37])[CH3:36])([CH3:34])[CH3:33])[C:22]=3[NH:23]2)=[CH:19][CH:18]=1.[C:39]([O-])([O-])=O.[K+].[K+].CI.C([O-])([O-])=O.[Cs+].[Cs+]. The catalyst is CS(C)=O.O.O.CC(O)C. The product is [Br:16][C:17]1[CH:25]=[C:24]2[C:20]([C:21]3[CH2:29][CH2:28][N:27]([C:9]([O:11][C:12]([CH3:13])([CH3:14])[CH3:15])=[O:10])[CH:26]([CH2:30][O:31][Si:32]([C:35]([CH3:38])([CH3:37])[CH3:36])([CH3:33])[CH3:34])[C:22]=3[N:23]2[CH3:39])=[CH:19][CH:18]=1. The yield is 0.460. (3) The reactants are [CH3:1][O:2][C:3]1[CH:4]=[C:5]2[C:10](=[CH:11][C:12]=1[O:13][CH3:14])[N:9]=[CH:8][CH:7]=[C:6]2[O:15][C:16]1[CH:22]=[CH:21][C:19]([NH2:20])=[C:18]([CH3:23])[C:17]=1[CH3:24].Cl[C:26](Cl)([O:28][C:29](=[O:35])OC(Cl)(Cl)Cl)Cl.[C:37]1([CH2:43]CO)[CH:42]=[CH:41][CH:40]=[CH:39][CH:38]=1.C(=O)(O)[O-].[Na+]. The catalyst is C(Cl)Cl.C(N(CC)CC)C.C1(C)C=CC=CC=1. The product is [CH3:1][O:2][C:3]1[CH:4]=[C:5]2[C:10](=[CH:11][C:12]=1[O:13][CH3:14])[N:9]=[CH:8][CH:7]=[C:6]2[O:15][C:16]1[CH:22]=[CH:21][C:19]([NH:20][C:29](=[O:35])[O:28][CH2:26][CH2:43][C:37]2[CH:42]=[CH:41][CH:40]=[CH:39][CH:38]=2)=[C:18]([CH3:23])[C:17]=1[CH3:24]. The yield is 0.790. (4) The reactants are Cl[C:2]1[N:7]=[C:6]([NH:8][C:9]2[CH:14]=[CH:13][C:12]3[O:15][CH2:16][CH2:17][O:18][C:11]=3[CH:10]=2)[C:5]([F:19])=[CH:4][N:3]=1.[CH:20](N(CC)C(C)C)(C)C.[CH2:29]([O:33][C:34]1[CH:40]=[CH:39][C:37](N)=[CH:36][CH:35]=1)[CH2:30][CH2:31][CH3:32]. The catalyst is C(O)CO. The product is [CH2:29]([O:33][C:34]1[CH:40]=[CH:39][C:37]([NH:7][C:2]2[CH:20]=[C:6]([NH:8][C:9]3[CH:14]=[CH:13][C:12]4[O:15][CH2:16][CH2:17][O:18][C:11]=4[CH:10]=3)[C:5]([F:19])=[CH:4][N:3]=2)=[CH:36][CH:35]=1)[CH2:30][CH2:31][CH3:32]. The yield is 0.490.